Dataset: Full USPTO retrosynthesis dataset with 1.9M reactions from patents (1976-2016). Task: Predict the reactants needed to synthesize the given product. (1) Given the product [F:35][C:36]1[CH:41]=[CH:40][C:39]([F:42])=[CH:38][C:37]=1[O:1][CH2:2][C@H:3]([N:5]1[C:13](=[O:14])[C:12]2[C:7](=[CH:8][CH:9]=[CH:10][CH:11]=2)[C:6]1=[O:15])[CH3:4], predict the reactants needed to synthesize it. The reactants are: [OH:1][CH2:2][C@H:3]([N:5]1[C:13](=[O:14])[C:12]2[C:7](=[CH:8][CH:9]=[CH:10][CH:11]=2)[C:6]1=[O:15])[CH3:4].C1(P(C2C=CC=CC=2)C2C=CC=CC=2)C=CC=CC=1.[F:35][C:36]1[CH:41]=[CH:40][C:39]([F:42])=[CH:38][C:37]=1O.CCOC(/N=N/C(OCC)=O)=O. (2) Given the product [CH2:6]([N:13]1[C:18]2[CH:19]=[C:20]([Cl:23])[C:21]([CH:45]=[O:46])=[CH:22][C:17]=2[O:16][CH:15]([C:24]([N:26]2[CH2:31][CH2:30][C:29]([CH2:34][C:35]3[CH:40]=[CH:39][C:38]([F:41])=[CH:37][CH:36]=3)([C:32]#[N:33])[CH2:28][CH2:27]2)=[O:25])[CH2:14]1)[C:7]1[CH:8]=[CH:9][CH:10]=[CH:11][CH:12]=1, predict the reactants needed to synthesize it. The reactants are: O=P(Cl)(Cl)Cl.[CH2:6]([N:13]1[C:18]2[CH:19]=[C:20]([Cl:23])[CH:21]=[CH:22][C:17]=2[O:16][CH:15]([C:24]([N:26]2[CH2:31][CH2:30][C:29]([CH2:34][C:35]3[CH:40]=[CH:39][C:38]([F:41])=[CH:37][CH:36]=3)([C:32]#[N:33])[CH2:28][CH2:27]2)=[O:25])[CH2:14]1)[C:7]1[CH:12]=[CH:11][CH:10]=[CH:9][CH:8]=1.CN([CH:45]=[O:46])C.O=P(Cl)(Cl)Cl. (3) Given the product [Cl:1][C:2]1[C:11]2[C:6](=[CH:7][CH:8]=[C:9]([C:12]([C:20]3[C:21]([CH3:27])=[N:22][C:23]([CH3:26])=[CH:24][CH:25]=3)([OH:19])[C:13]3[N:17]([CH3:18])[N:16]=[N:15][CH:14]=3)[CH:10]=2)[N:5]=[C:4]([O:28][CH3:29])[C:3]=1[C:30]([NH:41][CH:40]1[CH2:38][CH2:39]1)=[O:31], predict the reactants needed to synthesize it. The reactants are: [Cl:1][C:2]1[C:11]2[C:6](=[CH:7][CH:8]=[C:9]([C:12]([C:20]3[C:21]([CH3:27])=[N:22][C:23]([CH3:26])=[CH:24][CH:25]=3)([OH:19])[C:13]3[N:17]([CH3:18])[N:16]=[N:15][CH:14]=3)[CH:10]=2)[N:5]=[C:4]([O:28][CH3:29])[C:3]=1[C:30](O)=[O:31].CCN=C=N[CH2:38][CH2:39][CH2:40][N:41](C)C.C1C=CC2N(O)N=NC=2C=1.C1(N)CC1. (4) The reactants are: [CH3:1][C:2]1[CH:12]=[C:11]([CH:13]=[CH2:14])[CH:10]=[CH:9][C:3]=1[C:4]([O:6][CH2:7][CH3:8])=[O:5].Br[CH:16]([C:21]1[CH:26]=[C:25]([Cl:27])[CH:24]=[C:23]([Cl:28])[CH:22]=1)[C:17]([F:20])([F:19])[F:18].N1C=CC=CC=1C1C=CC=CN=1. Given the product [Cl:27][C:25]1[CH:26]=[C:21]([CH:16]([C:17]([F:20])([F:18])[F:19])/[CH:14]=[CH:13]/[C:11]2[CH:10]=[CH:9][C:3]([C:4]([O:6][CH2:7][CH3:8])=[O:5])=[C:2]([CH3:1])[CH:12]=2)[CH:22]=[C:23]([Cl:28])[CH:24]=1, predict the reactants needed to synthesize it. (5) Given the product [NH2:1][CH2:28][CH:26]([OH:27])[CH2:25][O:24][C:20]1[C:19]([CH3:29])=[CH:18][C:17]([C:15]2[O:14][C:12]3[N:13]=[C:8]([CH2:7][C:6]4[CH:34]=[CH:35][C:3]([Cl:2])=[CH:4][CH:5]=4)[N:9]=[C:10]([O:30][CH2:31][CH2:32][CH3:33])[C:11]=3[N:16]=2)=[CH:22][C:21]=1[CH3:23], predict the reactants needed to synthesize it. The reactants are: [NH3:1].[Cl:2][C:3]1[CH:35]=[CH:34][C:6]([CH2:7][C:8]2[N:9]=[C:10]([O:30][CH2:31][CH2:32][CH3:33])[C:11]3[N:16]=[C:15]([C:17]4[CH:22]=[C:21]([CH3:23])[C:20]([O:24][CH2:25][CH:26]5[CH2:28][O:27]5)=[C:19]([CH3:29])[CH:18]=4)[O:14][C:12]=3[N:13]=2)=[CH:5][CH:4]=1. (6) Given the product [C:1]([C:3]1[CH:4]=[C:5]([CH:9]=[C:10]([C:14]([F:17])([F:16])[F:15])[C:11]=1[O:12][CH3:13])[C:6]([OH:8])=[O:7])#[N:19], predict the reactants needed to synthesize it. The reactants are: [CH:1]([C:3]1[CH:4]=[C:5]([CH:9]=[C:10]([C:14]([F:17])([F:16])[F:15])[C:11]=1[O:12][CH3:13])[C:6]([OH:8])=[O:7])=O.Cl.[NH2:19]O. (7) Given the product [NH2:25][C:22]1[O:23][CH2:24][C@:20]2([C:19]3[C:14](=[N:15][CH:16]=[C:17]([C:26]#[C:27][C:28]([CH3:30])([OH:31])[CH3:29])[CH:18]=3)[O:13][C:10]3[C:9]2=[CH:8][C:7]([C:34]2[CH:39]=[CH:38][CH:37]=[CH:36][CH:35]=2)=[CH:12][CH:11]=3)[N:21]=1, predict the reactants needed to synthesize it. The reactants are: FC(F)(F)S(O[C:7]1[CH:8]=[C:9]2[C@@:20]3([CH2:24][O:23][C:22]([NH2:25])=[N:21]3)[C:19]3[C:14](=[N:15][CH:16]=[C:17]([C:26]#[C:27][C:28]([OH:31])([CH3:30])[CH3:29])[CH:18]=3)[O:13][C:10]2=[CH:11][CH:12]=1)(=O)=O.[C:34]1(B(O)O)[CH:39]=[CH:38][CH:37]=[CH:36][CH:35]=1.C(=O)([O-])[O-].[K+].[K+]. (8) The reactants are: [NH2:1][C:2]1[C:3]([N:8]2[CH2:13][CH2:12][O:11][CH2:10][CH2:9]2)=[N:4][CH:5]=[CH:6][CH:7]=1.C(N(CC)CC)C.[Cl-].ClC1N(C)CC[NH+]1C.[CH3:30][O:31][C:32]1[C:33](=[O:56])[C:34]([CH3:55])=[C:35]([CH2:41][C:42]2[CH:43]=[CH:44][C:45]([O:51][C:52](=[O:54])[CH3:53])=[C:46]([CH:50]=2)[C:47](O)=[O:48])[C:36](=[O:40])[C:37]=1[O:38][CH3:39]. Given the product [O:11]1[CH2:10][CH2:9][N:8]([C:3]2[C:2]([NH:1][C:47](=[O:48])[C:46]3[CH:50]=[C:42]([CH2:41][C:35]4[C:36](=[O:40])[C:37]([O:38][CH3:39])=[C:32]([O:31][CH3:30])[C:33](=[O:56])[C:34]=4[CH3:55])[CH:43]=[CH:44][C:45]=3[O:51][C:52](=[O:54])[CH3:53])=[CH:7][CH:6]=[CH:5][N:4]=2)[CH2:13][CH2:12]1, predict the reactants needed to synthesize it. (9) Given the product [CH:1]1([C:5]2[C:26]([C:27]3[NH:31][C:30]([CH2:32][OH:34])=[N:29][N:28]=3)=[CH:25][C:8]([C:9]([N:11]3[CH2:12][CH2:13][CH:14]([C:17]4[CH:24]=[CH:23][C:20]([C:21]#[N:22])=[CH:19][CH:18]=4)[CH2:15][CH2:16]3)=[O:10])=[C:7]([CH3:33])[CH:6]=2)[CH2:4][CH2:3][CH2:2]1, predict the reactants needed to synthesize it. The reactants are: [CH:1]1([C:5]2[C:26]([C:27]3[NH:31][C:30]([CH3:32])=[N:29][N:28]=3)=[CH:25][C:8]([C:9]([N:11]3[CH2:16][CH2:15][CH:14]([C:17]4[CH:24]=[CH:23][C:20]([C:21]#[N:22])=[CH:19][CH:18]=4)[CH2:13][CH2:12]3)=[O:10])=[C:7]([CH3:33])[CH:6]=2)[CH2:4][CH2:3][CH2:2]1.[OH:34]CC(NN)=O.